This data is from NCI-60 drug combinations with 297,098 pairs across 59 cell lines. The task is: Regression. Given two drug SMILES strings and cell line genomic features, predict the synergy score measuring deviation from expected non-interaction effect. (1) Drug 1: C1=CC(=C2C(=C1NCCNCCO)C(=O)C3=C(C=CC(=C3C2=O)O)O)NCCNCCO. Drug 2: CC1C(C(=O)NC(C(=O)N2CCCC2C(=O)N(CC(=O)N(C(C(=O)O1)C(C)C)C)C)C(C)C)NC(=O)C3=C4C(=C(C=C3)C)OC5=C(C(=O)C(=C(C5=N4)C(=O)NC6C(OC(=O)C(N(C(=O)CN(C(=O)C7CCCN7C(=O)C(NC6=O)C(C)C)C)C)C(C)C)C)N)C. Cell line: OVCAR3. Synergy scores: CSS=11.6, Synergy_ZIP=-6.44, Synergy_Bliss=-3.31, Synergy_Loewe=-4.23, Synergy_HSA=-3.33. (2) Drug 1: C1=CN(C=N1)CC(O)(P(=O)(O)O)P(=O)(O)O. Drug 2: C1CN(CCN1C(=O)CCBr)C(=O)CCBr. Cell line: SNB-75. Synergy scores: CSS=9.60, Synergy_ZIP=-3.94, Synergy_Bliss=3.69, Synergy_Loewe=4.10, Synergy_HSA=4.11. (3) Drug 1: CC(CN1CC(=O)NC(=O)C1)N2CC(=O)NC(=O)C2. Drug 2: N.N.Cl[Pt+2]Cl. Cell line: SNB-75. Synergy scores: CSS=3.97, Synergy_ZIP=1.66, Synergy_Bliss=4.65, Synergy_Loewe=2.53, Synergy_HSA=2.66. (4) Drug 1: CC12CCC3C(C1CCC2=O)CC(=C)C4=CC(=O)C=CC34C. Drug 2: CCC(=C(C1=CC=CC=C1)C2=CC=C(C=C2)OCCN(C)C)C3=CC=CC=C3.C(C(=O)O)C(CC(=O)O)(C(=O)O)O. Cell line: SK-MEL-2. Synergy scores: CSS=54.4, Synergy_ZIP=2.08, Synergy_Bliss=1.39, Synergy_Loewe=0.0108, Synergy_HSA=-0.322. (5) Synergy scores: CSS=53.7, Synergy_ZIP=-7.55, Synergy_Bliss=-13.3, Synergy_Loewe=-15.9, Synergy_HSA=-11.2. Drug 2: CC(C1=C(C=CC(=C1Cl)F)Cl)OC2=C(N=CC(=C2)C3=CN(N=C3)C4CCNCC4)N. Drug 1: C1=NC2=C(N1)C(=S)N=C(N2)N. Cell line: SR. (6) Drug 1: C1C(C(OC1N2C=NC3=C(N=C(N=C32)Cl)N)CO)O. Drug 2: C1C(C(OC1N2C=NC3=C2NC=NCC3O)CO)O. Cell line: MDA-MB-231. Synergy scores: CSS=31.8, Synergy_ZIP=-2.70, Synergy_Bliss=-4.03, Synergy_Loewe=-15.0, Synergy_HSA=-2.19. (7) Drug 1: CC1=C2C(C(=O)C3(C(CC4C(C3C(C(C2(C)C)(CC1OC(=O)C(C(C5=CC=CC=C5)NC(=O)OC(C)(C)C)O)O)OC(=O)C6=CC=CC=C6)(CO4)OC(=O)C)O)C)O. Drug 2: C1=CC=C(C(=C1)C(C2=CC=C(C=C2)Cl)C(Cl)Cl)Cl. Cell line: HOP-92. Synergy scores: CSS=-7.32, Synergy_ZIP=8.80, Synergy_Bliss=0.360, Synergy_Loewe=-7.20, Synergy_HSA=-6.34. (8) Drug 1: CC1C(C(CC(O1)OC2CC(OC(C2O)C)OC3=CC4=CC5=C(C(=O)C(C(C5)C(C(=O)C(C(C)O)O)OC)OC6CC(C(C(O6)C)O)OC7CC(C(C(O7)C)O)OC8CC(C(C(O8)C)O)(C)O)C(=C4C(=C3C)O)O)O)O. Drug 2: N.N.Cl[Pt+2]Cl. Cell line: KM12. Synergy scores: CSS=59.4, Synergy_ZIP=-4.47, Synergy_Bliss=-0.784, Synergy_Loewe=-16.8, Synergy_HSA=-1.22.